Dataset: hERG potassium channel inhibition data for cardiac toxicity prediction from Karim et al.. Task: Regression/Classification. Given a drug SMILES string, predict its toxicity properties. Task type varies by dataset: regression for continuous values (e.g., LD50, hERG inhibition percentage) or binary classification for toxic/non-toxic outcomes (e.g., AMES mutagenicity, cardiotoxicity, hepatotoxicity). Dataset: herg_karim. (1) The drug is CCOC[C@H](Oc1ncnc2c1cnn2-c1ncccc1Cl)C(=O)Nc1ccc(C#N)cn1. The result is 0 (non-blocker). (2) The molecule is c1cc(C2CCCO2)ccc1OCCCN1CCCCC1. The result is 1 (blocker). (3) The compound is C[C@@H](CO)Oc1cc(Oc2ccc(C(=O)N3CCC3)cc2)cc(C(=O)Nc2ccn(C)n2)c1. The result is 0 (non-blocker). (4) The drug is COCC1=C(C(=O)N2CCC[C@H]2c2cc(C)no2)[C@@H](c2cc3ccccc3n2C)n2nc(C(F)(F)F)cc2N1. The result is 0 (non-blocker). (5) The drug is C[C@@H](C(=O)Nc1ccc(C[C@@H]2CC[C@H]([C@H](O)c3cccnc3)N2)cc1)n1ncccc1=O. The result is 0 (non-blocker). (6) The molecule is CN1CCN(c2ccc(Nc3ncc4c(=O)n(-c5c(Cl)cccc5Cl)ccc4n3)cc2)CC1. The result is 1 (blocker). (7) The compound is COC(=O)N(NC(=O)c1c(OC2CCN(C(C)(C)C)CC2)c(-c2ccccc2)nc2ccccc12)c1ccccc1. The result is 1 (blocker).